Dataset: Catalyst prediction with 721,799 reactions and 888 catalyst types from USPTO. Task: Predict which catalyst facilitates the given reaction. Reactant: [CH3:1][C:2]1([CH3:10])[O:7][C:6](=[O:8])[CH2:5][C:4](=[O:9])[O:3]1.[CH:11](OC)(OC)OC.[F:18][C:19]1[CH:20]=[C:21]([NH2:25])[CH:22]=[N:23][CH:24]=1. Product: [F:18][C:19]1[CH:20]=[C:21]([NH:25][CH:11]=[C:5]2[C:6](=[O:8])[O:7][C:2]([CH3:10])([CH3:1])[O:3][C:4]2=[O:9])[CH:22]=[N:23][CH:24]=1. The catalyst class is: 81.